This data is from Forward reaction prediction with 1.9M reactions from USPTO patents (1976-2016). The task is: Predict the product of the given reaction. (1) Given the reactants Cl[C:2]1[N:7]=[CH:6][C:5]([NH2:8])=[C:4]([CH3:9])[CH:3]=1.[CH3:10][S:11]([O-:13])=[O:12].[Na+].CNCCNC.O, predict the reaction product. The product is: [CH3:10][S:11]([C:2]1[N:7]=[CH:6][C:5]([NH2:8])=[C:4]([CH3:9])[CH:3]=1)(=[O:13])=[O:12]. (2) Given the reactants [C:1]([C:3]1[C:4]([N:12]=[CH:13][N:14](C)C)=[N:5][C:6]([CH:9]([CH3:11])[CH3:10])=[CH:7][CH:8]=1)#[N:2].[CH3:17][O:18][C:19](=[O:42])[C:20]1[CH:25]=[CH:24][C:23]([S:26][C:27]2[CH:32]=[CH:31][C:30]([NH:33][C:34]([O:36][C:37]([CH3:40])([CH3:39])[CH3:38])=[O:35])=[CH:29][CH:28]=2)=[C:22](N)[CH:21]=1.CCOC(C)=O.C([O-])([O-])=O.[K+].[K+], predict the reaction product. The product is: [CH3:17][O:18][C:19](=[O:42])[C:20]1[CH:21]=[CH:22][C:23]([S:26][C:27]2[CH:32]=[CH:31][C:30]([NH:33][C:34]([O:36][C:37]([CH3:39])([CH3:38])[CH3:40])=[O:35])=[CH:29][CH:28]=2)=[C:24]([NH:2][C:1]2[C:3]3[CH:8]=[CH:7][C:6]([CH:9]([CH3:10])[CH3:11])=[N:5][C:4]=3[N:12]=[CH:13][N:14]=2)[CH:25]=1. (3) Given the reactants [CH3:1][C:2]1([CH3:14])[CH2:11][CH2:10][C:9]2[C:4](=[CH:5][CH:6]=[C:7]([CH:12]=O)[CH:8]=2)[O:3]1.[F:15][C:16]1[CH:17]=[C:18]2[C:22](=[CH:23][CH:24]=1)[NH:21][C:20](=[O:25])[CH2:19]2, predict the reaction product. The product is: [CH3:1][C:2]1([CH3:14])[CH2:11][CH2:10][C:9]2[C:4](=[CH:5][CH:6]=[C:7]([CH:12]=[C:19]3[C:18]4[C:22](=[CH:23][CH:24]=[C:16]([F:15])[CH:17]=4)[NH:21][C:20]3=[O:25])[CH:8]=2)[O:3]1. (4) Given the reactants [C:1]([C:5]1[CH:19]=[CH:18][C:8]([O:9][CH2:10][C:11]([O:13][C:14]([CH3:17])([CH3:16])[CH3:15])=[O:12])=[C:7]([CH2:20]N2CCCCC2)[CH:6]=1)([CH3:4])([CH3:3])[CH3:2].FC(F)(F)C(O)=[O:30], predict the reaction product. The product is: [C:1]([C:5]1[CH:19]=[CH:18][C:8]([O:9][CH2:10][C:11]([O:13][C:14]([CH3:15])([CH3:16])[CH3:17])=[O:12])=[C:7]([CH:20]=[O:30])[CH:6]=1)([CH3:4])([CH3:2])[CH3:3]. (5) Given the reactants [F:1][C:2]1[CH:23]=[C:22]([N+:24]([O-:26])=[O:25])[CH:21]=[CH:20][C:3]=1[O:4][C:5]1[CH:10]=[CH:9]N=[C:7]2[CH:11]=[C:12]([C:14]3[CH2:15][CH2:16][NH:17][CH2:18][CH:19]=3)[S:13][C:6]=12.[CH3:27]CN(C(C)C)C(C)C.[C:36](Cl)(=[O:38])[CH3:37], predict the reaction product. The product is: [F:1][C:2]1[CH:23]=[C:22]([N+:24]([O-:26])=[O:25])[CH:21]=[CH:20][C:3]=1[O:4][C:5]1[C:6]2[S:13][C:12]([C:14]3[CH2:15][CH2:16][N:17]([C:36](=[O:38])[CH3:37])[CH2:18][CH:19]=3)=[CH:11][C:7]=2[CH:27]=[CH:9][CH:10]=1. (6) Given the reactants [Na].[Cl:2][C:3]1[N:11]=[C:10]2[C:6]([NH:7][CH:8]=[N:9]2)=[C:5]([N:12]2[C:16]([C:17]3[CH:22]=[CH:21][CH:20]=[CH:19][CH:18]=3)=[C:15]([C:23]3[CH:28]=[CH:27][CH:26]=[CH:25][CH:24]=3)[N:14]=[CH:13]2)[N:4]=1.[C:29]1([CH3:55])[CH:34]=[CH:33][C:32]([C:35]([O:37][C@@H:38]2[C@@H:42]([CH2:43][O:44][C:45]([C:47]3[CH:52]=[CH:51][C:50]([CH3:53])=[CH:49][CH:48]=3)=[O:46])[O:41][C@H:40](Cl)[CH2:39]2)=[O:36])=[CH:31][CH:30]=1, predict the reaction product. The product is: [Cl:2][C:3]1[N:11]=[C:10]2[C:6]([N:7]=[CH:8][N:9]2[C@@H:40]2[O:41][C@H:42]([CH2:43][O:44][C:45]([C:47]3[CH:48]=[CH:49][C:50]([CH3:53])=[CH:51][CH:52]=3)=[O:46])[C@@H:38]([O:37][C:35]([C:32]3[CH:31]=[CH:30][C:29]([CH3:55])=[CH:34][CH:33]=3)=[O:36])[CH2:39]2)=[C:5]([N:12]2[C:16]([C:17]3[CH:22]=[CH:21][CH:20]=[CH:19][CH:18]=3)=[C:15]([C:23]3[CH:24]=[CH:25][CH:26]=[CH:27][CH:28]=3)[N:14]=[CH:13]2)[N:4]=1. (7) Given the reactants Br[C:2]1[CH:7]=[CH:6][C:5]([CH2:8][CH2:9][CH2:10][O:11][Si:12]([C:15]([CH3:18])([CH3:17])[CH3:16])([CH3:14])[CH3:13])=[CH:4][CH:3]=1.[Li]CCCC.[CH3:24][O:25][C:26]([C:28]1[CH2:29][N:30]([C:44]([O:46][C:47]([CH3:50])([CH3:49])[CH3:48])=[O:45])[CH2:31][C:32]2([C:35]=1OS(C(F)(F)F)(=O)=O)[CH2:34][CH2:33]2)=[O:27], predict the reaction product. The product is: [CH3:24][O:25][C:26]([C:28]1[CH2:29][N:30]([C:44]([O:46][C:47]([CH3:50])([CH3:49])[CH3:48])=[O:45])[CH2:31][C:32]2([C:35]=1[C:2]1[CH:7]=[CH:6][C:5]([CH2:8][CH2:9][CH2:10][O:11][Si:12]([C:15]([CH3:18])([CH3:17])[CH3:16])([CH3:14])[CH3:13])=[CH:4][CH:3]=1)[CH2:33][CH2:34]2)=[O:27].